From a dataset of Full USPTO retrosynthesis dataset with 1.9M reactions from patents (1976-2016). Predict the reactants needed to synthesize the given product. (1) Given the product [OH:40][CH:33]([C:34]1[CH:39]=[CH:38][CH:37]=[CH:36][CH:35]=1)[CH:30]([CH3:31])[C:29]#[N:32], predict the reactants needed to synthesize it. The reactants are: C1(P(C2C=CC=CC=2)CCP(C2C=CC=CC=2)C2C=CC=CC=2)C=CC=CC=1.[C:29](#[N:32])[CH2:30][CH3:31].[CH:33](=[O:40])[C:34]1[CH:39]=[CH:38][CH:37]=[CH:36][CH:35]=1.[Cl-].[NH4+]. (2) The reactants are: [CH2:1]([C:5]1[S:9][C:8]([S:10]([NH:13][C:14]([CH3:17])([CH3:16])[CH3:15])(=[O:12])=[O:11])=[C:7](B(O)O)[CH:6]=1)[CH:2]([CH3:4])[CH3:3].Br[C:22]1[CH:29]=[CH:28][C:25]([CH2:26][OH:27])=[CH:24][CH:23]=1.C1(C)C=CC=CC=1.[OH-].[Na+]. Given the product [OH:27][CH2:26][C:25]1[CH:28]=[CH:29][C:22]([C:7]2[CH:6]=[C:5]([CH2:1][CH:2]([CH3:4])[CH3:3])[S:9][C:8]=2[S:10]([NH:13][C:14]([CH3:17])([CH3:16])[CH3:15])(=[O:12])=[O:11])=[CH:23][CH:24]=1, predict the reactants needed to synthesize it. (3) Given the product [C:30]1([N:27]2[C:28](=[O:29])[C:24](=[CH:23][C:12]3[CH:13]=[CH:14][C:15]([O:19][CH2:20][CH2:21][CH3:22])=[C:16]4[C:11]=3[CH2:10][NH:9][CH2:18][CH2:17]4)[C:25](=[O:36])[NH:26]2)[CH:31]=[CH:32][CH:33]=[CH:34][CH:35]=1, predict the reactants needed to synthesize it. The reactants are: Cl.C(OC([N:9]1[CH2:18][CH2:17][C:16]2[C:11](=[C:12]([CH:23]=[C:24]3[C:28](=[O:29])[N:27]([C:30]4[CH:35]=[CH:34][CH:33]=[CH:32][CH:31]=4)[NH:26][C:25]3=[O:36])[CH:13]=[CH:14][C:15]=2[O:19][CH2:20][CH2:21][CH3:22])[CH2:10]1)=O)(C)(C)C. (4) Given the product [F:32][C:30]1[CH:29]=[C:15]([CH:14]=[C:13]([F:12])[CH:31]=1)[CH2:16][O:17][N:18]1[C:22](=[O:23])[C:21]2=[CH:24][CH:25]=[CH:26][CH:27]=[C:20]2[C:19]1=[O:28].[N+:1]([C:4]1[CH:11]=[CH:10][CH:9]=[CH:8][C:5]=1[CH2:6][O:17][N:18]1[C:19](=[O:28])[C:20]2=[CH:27][CH:26]=[CH:25][CH:24]=[C:21]2[C:22]1=[O:23])([O-:3])=[O:2], predict the reactants needed to synthesize it. The reactants are: [N+:1]([C:4]1[CH:11]=[CH:10][CH:9]=[CH:8][C:5]=1[CH2:6]Br)([O-:3])=[O:2].[F:12][C:13]1[CH:14]=[C:15]([CH:29]=[C:30]([F:32])[CH:31]=1)[CH2:16][O:17][N:18]1[C:22](=[O:23])[C:21]2=[CH:24][CH:25]=[CH:26][CH:27]=[C:20]2[C:19]1=[O:28].C(N(CC)C(C)C)(C)C.[N+](C1C=C(C=CC=1)CBr)([O-])=O. (5) Given the product [CH2:10]([N:6]1[C:5]2[CH:12]=[CH:13][C:2]([N:1]3[CH:17]=[C:18]([C:19]([O:21][CH2:22][CH3:23])=[O:20])[C:24](=[O:31])[NH:25][C:26]3=[O:27])=[CH:3][C:4]=2[O:8][C:7]1=[O:9])[CH3:11], predict the reactants needed to synthesize it. The reactants are: [NH2:1][C:2]1[CH:13]=[CH:12][C:5]2[N:6]([CH2:10][CH3:11])[C:7](=[O:9])[O:8][C:4]=2[CH:3]=1.C(O[CH:17]=[C:18]([C:24](=[O:31])[NH:25][C:26](OCC)=[O:27])[C:19]([O:21][CH2:22][CH3:23])=[O:20])C.CC(C)([O-])C.[K+].Cl. (6) Given the product [Cl:1][C:2]1[CH:3]=[CH:4][C:5]([S:8]([N:11]([CH2:50][CH2:51][C:32]2[CH:33]=[CH:34][C:35]([C:41]#[N:43])=[CH:36][CH:37]=2)[CH2:12][C:13]2[CH:18]=[CH:17][CH:16]=[CH:15][N:14]=2)(=[O:10])=[O:9])=[CH:6][CH:7]=1, predict the reactants needed to synthesize it. The reactants are: [Cl:1][C:2]1[CH:7]=[CH:6][C:5]([S:8]([NH:11][CH2:12][C:13]2[CH:18]=[CH:17][CH:16]=[CH:15][N:14]=2)(=[O:10])=[O:9])=[CH:4][CH:3]=1.[C:32]1(P([C:32]2[CH:37]=[CH:36][CH:35]=[CH:34][CH:33]=2)[C:32]2[CH:37]=[CH:36][CH:35]=[CH:34][CH:33]=2)[CH:37]=[CH:36][CH:35]=[CH:34][CH:33]=1.CCO[C:41](/[N:43]=N/C(OCC)=O)=O.[CH3:50][CH2:51]CCCCC.C(OC(=O)C)C. (7) Given the product [CH3:20][O:19][C:17](=[O:18])[CH2:16][NH:12][C:11]1[CH:13]=[CH:14][C:8]([Br:7])=[CH:9][CH:10]=1, predict the reactants needed to synthesize it. The reactants are: C(=O)([O-])[O-].[K+].[K+].[Br:7][C:8]1[CH:14]=[CH:13][C:11]([NH2:12])=[CH:10][CH:9]=1.Br[CH2:16][C:17]([O:19][CH3:20])=[O:18].C(OCC)(=O)C. (8) Given the product [CH3:9][C:10]1([CH3:19])[O:15][CH2:14][C:13]([CH3:18])([CH2:16][O:8][C:4]2[CH:5]=[CH:6][CH:7]=[C:2]([Br:1])[CH:3]=2)[CH2:12][O:11]1, predict the reactants needed to synthesize it. The reactants are: [Br:1][C:2]1[CH:3]=[C:4]([OH:8])[CH:5]=[CH:6][CH:7]=1.[CH3:9][C:10]1([CH3:19])[O:15][CH2:14][C:13]([CH3:18])([CH2:16]O)[CH2:12][O:11]1.C1(P(C2C=CC=CC=2)C2C=CC=CC=2)C=CC=CC=1.N(C(OC(C)C)=O)=NC(OC(C)C)=O. (9) Given the product [CH3:11][O:10][C:8](=[O:9])[C:7]1[C:6](=[CH:15][CH:14]=[CH:13][C:12]=1[CH2:16][N:17]([C:19]([O:21][C:22]([CH3:24])([CH3:23])[CH3:25])=[O:20])[CH3:18])[C:5]([OH:26])=[O:4], predict the reactants needed to synthesize it. The reactants are: [OH-].[Na+].C[O:4][C:5](=[O:26])[C:6]1[C:7](=[C:12]([CH2:16][N:17]([C:19]([O:21][C:22]([CH3:25])([CH3:24])[CH3:23])=[O:20])[CH3:18])[CH:13]=[CH:14][CH:15]=1)[C:8]([O:10][CH3:11])=[O:9]. (10) Given the product [N:14]([CH2:17][C:18]1[N:22]([CH2:23][C:24]([N:11]2[CH2:12][CH2:13][N:8]([C:5]3[CH:4]=[CH:3][C:2]([Cl:1])=[CH:7][CH:6]=3)[CH2:9][CH2:10]2)=[O:25])[N:21]=[C:20]([C:27]([F:30])([F:28])[F:29])[C:19]=1[Cl:31])=[N+:15]=[N-:16], predict the reactants needed to synthesize it. The reactants are: [Cl:1][C:2]1[CH:7]=[CH:6][C:5]([N:8]2[CH2:13][CH2:12][NH:11][CH2:10][CH2:9]2)=[CH:4][CH:3]=1.[N:14]([CH2:17][C:18]1[N:22]([CH2:23][C:24](O)=[O:25])[N:21]=[C:20]([C:27]([F:30])([F:29])[F:28])[C:19]=1[Cl:31])=[N+:15]=[N-:16].C(N(CC)CC)C.F[P-](F)(F)(F)(F)F.N1(OC(N(C)C)=[N+](C)C)C2N=CC=CC=2N=N1.